From a dataset of NCI-60 drug combinations with 297,098 pairs across 59 cell lines. Regression. Given two drug SMILES strings and cell line genomic features, predict the synergy score measuring deviation from expected non-interaction effect. (1) Drug 1: C1CN1P(=S)(N2CC2)N3CC3. Drug 2: CCN(CC)CCNC(=O)C1=C(NC(=C1C)C=C2C3=C(C=CC(=C3)F)NC2=O)C. Cell line: SNB-75. Synergy scores: CSS=-2.71, Synergy_ZIP=-0.192, Synergy_Bliss=-0.911, Synergy_Loewe=-3.30, Synergy_HSA=-3.03. (2) Drug 1: C(=O)(N)NO. Drug 2: CNC(=O)C1=NC=CC(=C1)OC2=CC=C(C=C2)NC(=O)NC3=CC(=C(C=C3)Cl)C(F)(F)F. Cell line: OVCAR-5. Synergy scores: CSS=-5.33, Synergy_ZIP=0.718, Synergy_Bliss=-2.19, Synergy_Loewe=-9.34, Synergy_HSA=-7.61.